Dataset: Reaction yield outcomes from USPTO patents with 853,638 reactions. Task: Predict the reaction yield, written as a fraction of the theoretical maximum amount of product (1.0 means a 100% yield; for example, 0.34 means a 34% yield). (1) The reactants are [F:1][C:2]1[CH:11]=[CH:10][C:5]([C:6]([O:8][CH3:9])=[O:7])=[C:4]([N:12]=[C:13]=[S:14])[CH:3]=1.[NH:15]1[CH2:19][CH2:18][CH2:17][CH2:16]1.O. The product is [F:1][C:2]1[CH:11]=[CH:10][C:5]([C:6]([O:8][CH3:9])=[O:7])=[C:4]([NH:12][C:13]([N:15]2[CH2:19][CH2:18][CH2:17][CH2:16]2)=[S:14])[CH:3]=1. The catalyst is C1COCC1. The yield is 0.840. (2) The reactants are [CH3:1]/[C:2](/[CH2:8][CH2:9]/[CH:10]=[C:11](\[CH3:18])/[CH2:12][CH2:13][CH:14]=[C:15]([CH3:17])[CH3:16])=[CH:3]\[CH2:4][C:5]([OH:7])=[O:6].[CH3:19][O:20][C:21](=[O:30])[C@@H:22]([C:24]1[CH:29]=[CH:28][CH:27]=[CH:26][CH:25]=1)O.CO.C1(N=C=NC2CCCCC2)CCCCC1. The catalyst is C(OC)(C)(C)C.CN(C)C1C=CN=CC=1. The product is [CH3:19][O:20][C:21]([C@H:22]([O:6][C:5](=[O:7])[CH2:4]/[CH:3]=[C:2](\[CH3:1])/[CH2:8][CH2:9]/[CH:10]=[C:11](\[CH3:18])/[CH2:12][CH2:13][CH:14]=[C:15]([CH3:17])[CH3:16])[C:24]1[CH:29]=[CH:28][CH:27]=[CH:26][CH:25]=1)=[O:30]. The yield is 0.970. (3) The reactants are [Cl:1][C:2]1[CH:3]=[N+:4]([O-:32])[CH:5]=[C:6]([Cl:31])[C:7]=1[CH2:8][C@H:9]([O:20][C:21](=[O:30])[C:22]1[CH:27]=[CH:26][CH:25]=[C:24]([CH:28]=O)[CH:23]=1)[C:10]1[CH:15]=[CH:14][C:13]([O:16][CH3:17])=[C:12]([O:18][CH3:19])[CH:11]=1.[Cl:33][C:34]1[CH:40]=[CH:39][CH:38]=[CH:37][C:35]=1[NH2:36].C(O)(=O)C.[BH-](OC(C)=O)(OC(C)=O)OC(C)=O.[Na+]. The catalyst is C(Cl)Cl.O. The product is [Cl:1][C:2]1[CH:3]=[N+:4]([O-:32])[CH:5]=[C:6]([Cl:31])[C:7]=1[CH2:8][C@H:9]([O:20][C:21](=[O:30])[C:22]1[CH:27]=[CH:26][CH:25]=[C:24]([CH2:28][NH:36][C:35]2[CH:37]=[CH:38][CH:39]=[CH:40][C:34]=2[Cl:33])[CH:23]=1)[C:10]1[CH:15]=[CH:14][C:13]([O:16][CH3:17])=[C:12]([O:18][CH3:19])[CH:11]=1. The yield is 0.670.